Task: Predict the reactants needed to synthesize the given product.. Dataset: Full USPTO retrosynthesis dataset with 1.9M reactions from patents (1976-2016) (1) Given the product [CH3:21][CH:6]1[N:7]([CH2:8][CH2:9][NH2:10])[CH:2]([CH3:1])[CH2:3][O:4][CH2:5]1, predict the reactants needed to synthesize it. The reactants are: [CH3:1][CH:2]1[N:7]([CH2:8][CH2:9][N:10]2C(=O)C3C(=CC=CC=3)C2=O)[CH:6]([CH3:21])[CH2:5][O:4][CH2:3]1.O.NN. (2) Given the product [F:10][C:11]1[CH:16]=[C:15]([F:17])[CH:14]=[CH:13][C:12]=1[C:9]12[CH2:8][O:7][CH:6]([C@@H:20]3[CH2:19][C@H:21]3[CH3:22])[CH2:5][CH:27]1[CH2:26][O:29][NH:25]2, predict the reactants needed to synthesize it. The reactants are: B(F)(F)F.[CH3:5][CH2:6][O:7][CH2:8][CH3:9].[F:10][C:11]1[CH:16]=[C:15]([F:17])[CH:14]=[CH:13][C:12]=1I.[CH2:19]([Li])[CH2:20][CH2:21][CH3:22].[Cl-].[NH4+:25].[C:26]([O:29]CC)(=O)[CH3:27]. (3) Given the product [Cl:12][C:8]1[CH:9]=[C:10]([CH3:11])[C:5]([C:3]2[N:14]=[C:15]([NH2:17])[S:16][CH:2]=2)=[C:6]([CH3:13])[CH:7]=1, predict the reactants needed to synthesize it. The reactants are: Br[CH2:2][C:3]([C:5]1[C:10]([CH3:11])=[CH:9][C:8]([Cl:12])=[CH:7][C:6]=1[CH3:13])=O.[NH2:14][C:15]([NH2:17])=[S:16]. (4) Given the product [Br:26][C:15]1[CH:16]=[CH:17][C:12]([S:9]([NH:8][C:6]2[CH:5]=[CH:4][CH:3]=[C:2]([CH3:1])[N:7]=2)(=[O:11])=[O:10])=[CH:13][CH:14]=1, predict the reactants needed to synthesize it. The reactants are: [CH3:1][C:2]1[N:7]=[C:6]([NH:8][S:9]([C:12]2[CH:17]=[CH:16][C:15](C3C=CC(C#N)=CC=3)=[CH:14][CH:13]=2)(=[O:11])=[O:10])[CH:5]=[CH:4][CH:3]=1.[Br:26]C1C=CC(S(Cl)(=O)=O)=CC=1. (5) Given the product [Cl:29][C:30]1[CH:36]=[C:35]([O:37][C:38]2[C:39]3[N:46]([CH3:47])[CH:45]=[CH:44][C:40]=3[N:41]=[CH:42][N:43]=2)[CH:34]=[CH:33][C:31]=1[NH:32][C:20]([NH:4][C:3]1[CH:5]=[C:6]([C:9]([F:10])([F:11])[F:12])[CH:7]=[CH:8][C:2]=1[F:1])=[O:21], predict the reactants needed to synthesize it. The reactants are: [F:1][C:2]1[CH:8]=[CH:7][C:6]([C:9]([F:12])([F:11])[F:10])=[CH:5][C:3]=1[NH2:4].N1C=CC=CC=1.Cl[C:20](OC1C=CC=CC=1)=[O:21].[Cl:29][C:30]1[CH:36]=[C:35]([O:37][C:38]2[C:39]3[N:46]([CH3:47])[CH:45]=[CH:44][C:40]=3[N:41]=[CH:42][N:43]=2)[CH:34]=[CH:33][C:31]=1[NH2:32]. (6) Given the product [C:13]([O:12][C:10](=[O:11])[NH:17][CH2:18][C:19](=[O:20])[NH:4][C:3]1[CH:5]=[CH:6][CH:7]=[C:8]([Cl:9])[C:2]=1[CH3:1])([CH3:16])([CH3:14])[CH3:15], predict the reactants needed to synthesize it. The reactants are: [CH3:1][C:2]1[C:8]([Cl:9])=[CH:7][CH:6]=[CH:5][C:3]=1[NH2:4].[C:10]([NH:17][CH2:18][C:19](O)=[O:20])([O:12][C:13]([CH3:16])([CH3:15])[CH3:14])=[O:11].CN([P+](ON1N=NC2C=CC=CC1=2)(N(C)C)N(C)C)C.F[P-](F)(F)(F)(F)F.